From a dataset of Peptide-MHC class I binding affinity with 185,985 pairs from IEDB/IMGT. Regression. Given a peptide amino acid sequence and an MHC pseudo amino acid sequence, predict their binding affinity value. This is MHC class I binding data. (1) The peptide sequence is LPRPDTRHL. The MHC is HLA-B54:01 with pseudo-sequence HLA-B54:01. The binding affinity (normalized) is 0.0361. (2) The peptide sequence is GVVLVGLMAL. The MHC is Patr-B0101 with pseudo-sequence Patr-B0101. The binding affinity (normalized) is 0.0338. (3) The peptide sequence is EPEPEVAVL. The MHC is HLA-B35:03 with pseudo-sequence HLA-B35:03. The binding affinity (normalized) is 0.624. (4) The peptide sequence is NIERQDYRR. The MHC is HLA-A31:01 with pseudo-sequence HLA-A31:01. The binding affinity (normalized) is 0.305. (5) The peptide sequence is EVAEKDAMY. The MHC is HLA-B15:09 with pseudo-sequence HLA-B15:09. The binding affinity (normalized) is 0.0847. (6) The peptide sequence is SEHFSLLFL. The MHC is HLA-A02:03 with pseudo-sequence HLA-A02:03. The binding affinity (normalized) is 0.546. (7) The peptide sequence is MASLLYLIL. The MHC is HLA-A02:01 with pseudo-sequence HLA-A02:01. The binding affinity (normalized) is 0.157. (8) The peptide sequence is KLTQGRQTY. The MHC is HLA-B48:01 with pseudo-sequence HLA-B48:01. The binding affinity (normalized) is 0.0847. (9) The binding affinity (normalized) is 0.653. The peptide sequence is LGRNKRPRL. The MHC is HLA-B08:01 with pseudo-sequence HLA-B08:01. (10) The peptide sequence is FGDSKEPVPY. The MHC is HLA-A24:02 with pseudo-sequence HLA-A24:02. The binding affinity (normalized) is 0.